From a dataset of Reaction yield outcomes from USPTO patents with 853,638 reactions. Predict the reaction yield, written as a fraction of the theoretical maximum amount of product (1.0 means a 100% yield; for example, 0.34 means a 34% yield). (1) The yield is 0.260. The reactants are [C:1]([C:3]1[C:4]([C:20]([F:23])([F:22])[F:21])=[C:5]2[C:9](=[CH:10][CH:11]=1)[N:8]([CH2:12][C:13](=[NH:16])[NH:14][OH:15])[C:7]([CH2:17][CH2:18][CH3:19])=[CH:6]2)#[N:2].[Cl:24][C:25]1[CH:33]=[CH:32][C:31]([S:34]([CH3:37])(=[O:36])=[O:35])=[CH:30][C:26]=1[C:27](O)=O.CN(C(ON1N=NC2C=CC=NC1=2)=[N+](C)C)C.F[P-](F)(F)(F)(F)F.C(N(CC)CC)C. The product is [Cl:24][C:25]1[CH:33]=[CH:32][C:31]([S:34]([CH3:37])(=[O:36])=[O:35])=[CH:30][C:26]=1[C:27]1[O:15][N:14]=[C:13]([CH2:12][N:8]2[C:9]3[C:5](=[C:4]([C:20]([F:22])([F:23])[F:21])[C:3]([C:1]#[N:2])=[CH:11][CH:10]=3)[CH:6]=[C:7]2[CH2:17][CH2:18][CH3:19])[N:16]=1. The catalyst is CN(C=O)C. (2) The reactants are N1C=CC=CC=1.[F:7][C:8]([F:21])([F:20])[S:9]([O:12]S(C(F)(F)F)(=O)=O)(=[O:11])=[O:10].O[C:23]1[CH:32]=[CH:31][C:30]([CH3:33])=[C:29]2[C:24]=1[CH2:25][CH2:26][C:27](=[O:34])[NH:28]2. The catalyst is ClCCl. The product is [CH3:33][C:30]1[CH:31]=[CH:32][C:23]([O:12][S:9]([C:8]([F:21])([F:20])[F:7])(=[O:11])=[O:10])=[C:24]2[C:29]=1[NH:28][C:27](=[O:34])[CH2:26][CH2:25]2. The yield is 0.970. (3) The product is [CH3:1][C:2]1[CH:8]=[C:7]([CH:9]([C:10]([F:11])([F:12])[F:13])[C:14]([F:16])([F:17])[F:15])[C:6]([CH2:19][CH2:20][CH3:21])=[CH:5][C:3]=1[NH2:4]. The catalyst is CS(C)=O.C(OCC)(=O)C. The reactants are [CH3:1][C:2]1[CH:8]=[C:7]([C:9](F)([C:14]([F:17])([F:16])[F:15])[C:10]([F:13])([F:12])[F:11])[C:6]([CH2:19][CH2:20][CH3:21])=[CH:5][C:3]=1[NH2:4].[BH4-].[Na+].C(O)(=O)C. The yield is 0.990. (4) The reactants are [I:1][C:2]1[CH:10]=[CH:9][C:5]([C:6](Cl)=[O:7])=[CH:4][CH:3]=1.[NH:11]1[CH2:16][CH2:15][CH2:14][CH2:13][CH2:12]1. The catalyst is ClCCl. The product is [I:1][C:2]1[CH:10]=[CH:9][C:5]([C:6]([N:11]2[CH2:16][CH2:15][CH2:14][CH2:13][CH2:12]2)=[O:7])=[CH:4][CH:3]=1. The yield is 1.00. (5) The reactants are Br[C:2]1[CH:3]=[C:4]([C:8]2[CH:20]=[CH:19][C:11]3[NH:12][C:13](=[O:18])[O:14][C:15]([CH3:17])([CH3:16])[C:10]=3[CH:9]=2)[CH:5]=[CH:6][CH:7]=1.C([Sn](CCCC)(CCCC)[C:26]1[S:27][CH:28]=[CH:29][N:30]=1)CCC. The catalyst is CN(C=O)C. The product is [CH3:16][C:15]1([CH3:17])[O:14][C:13](=[O:18])[NH:12][C:11]2[CH:19]=[CH:20][C:8]([C:4]3[CH:5]=[CH:6][CH:7]=[C:2]([C:26]4[S:27][CH:28]=[CH:29][N:30]=4)[CH:3]=3)=[CH:9][C:10]1=2. The yield is 0.230. (6) No catalyst specified. The yield is 0.134. The product is [CH2:11]([N:6]1[CH2:7][C@@H:8]([N:24]([CH2:23][C:22]2[CH:21]=[C:20]([C:19]([F:33])([F:34])[F:18])[CH:28]=[C:27]([C:29]([F:32])([F:31])[F:30])[CH:26]=2)[CH3:25])[CH2:9][C@H:5]1[C:3]([N:44]1[CH2:45][CH2:46][N:41]([C:37]2[CH:36]=[C:35]([CH3:47])[CH:40]=[CH:39][CH:38]=2)[CH2:42][CH2:43]1)=[O:4])[C:12]1[CH:17]=[CH:16][CH:15]=[CH:14][CH:13]=1. The reactants are CO[C:3]([CH:5]1[CH2:9][C:8](=O)[CH2:7][N:6]1[CH2:11][C:12]1[CH:17]=[CH:16][CH:15]=[CH:14][CH:13]=1)=[O:4].[F:18][C:19]([F:34])([F:33])[C:20]1[CH:21]=[C:22]([CH:26]=[C:27]([C:29]([F:32])([F:31])[F:30])[CH:28]=1)[CH2:23][NH:24][CH3:25].[C:35]1([CH3:47])[CH:40]=[CH:39][CH:38]=[C:37]([N:41]2[CH2:46][CH2:45][NH:44][CH2:43][CH2:42]2)[CH:36]=1.